Task: Predict the reaction yield, written as a fraction of the theoretical maximum amount of product (1.0 means a 100% yield; for example, 0.34 means a 34% yield).. Dataset: Reaction yield outcomes from USPTO patents with 853,638 reactions The reactants are C(OC(=O)[NH:7][C:8]1[CH:13]=[CH:12][C:11]([F:14])=[CH:10][C:9]=1[CH2:15][C:16]([CH3:18])=[CH2:17])(C)(C)C.C1(OC)C=CC=CC=1.FC(F)(F)C(O)=O.CS(O)(=O)=O. The catalyst is ClCCl. The product is [CH3:17][C:16]1([CH3:18])[CH2:15][C:9]2[C:8](=[CH:13][CH:12]=[C:11]([F:14])[CH:10]=2)[NH:7]1. The yield is 0.660.